This data is from Forward reaction prediction with 1.9M reactions from USPTO patents (1976-2016). The task is: Predict the product of the given reaction. (1) Given the reactants [CH3:1][C:2]1[C:3]([NH2:13])=[C:4]([CH:9]=[CH:10][C:11]=1[CH3:12])[C:5]([O:7][CH3:8])=[O:6].B([O-])([O-])[O-].F[N+:19](F)(F)F.F[N+](F)(F)F.F[N+](F)(F)F.N([O-])=O.[Na+].C([O-])(=O)C.[K+].C1OCCOCCOCCOCCOCCOC1, predict the reaction product. The product is: [CH3:8][O:7][C:5]([C:4]1[CH:9]=[CH:10][C:11]([CH3:12])=[C:2]2[C:3]=1[NH:13][N:19]=[CH:1]2)=[O:6]. (2) Given the reactants [Li+].CC([N-]C(C)C)C.[CH3:9][C:10]([CH3:22])([CH3:21])[C:11]([NH:13][C:14]1[N:19]=[C:18]([CH3:20])[CH:17]=[CH:16][N:15]=1)=[O:12].[C:23]1([C:29]2[N:30]=[C:31]3[N:35]([C:36]=2[CH:37]=O)[CH:34]=[CH:33][S:32]3)[CH:28]=[CH:27][CH:26]=[CH:25][CH:24]=1.Cl, predict the reaction product. The product is: [CH3:9][C:10]([CH3:22])([CH3:21])[C:11]([NH:13][C:14]1[N:19]=[C:18](/[CH:20]=[CH:37]/[C:36]2[N:35]3[C:31]([S:32][CH:33]=[CH:34]3)=[N:30][C:29]=2[C:23]2[CH:24]=[CH:25][CH:26]=[CH:27][CH:28]=2)[CH:17]=[CH:16][N:15]=1)=[O:12]. (3) Given the reactants C(OC([N:8]1[CH2:14][CH2:13][CH2:12][CH:11]([CH:15]([O:17][C:18]2[CH:40]=[CH:39][C:21]3[C:22]4[N:26]([CH2:27][CH2:28][O:29][C:20]=3[CH:19]=2)[CH:25]=[C:24]([C:30]2[N:31]([CH:36]([CH3:38])[CH3:37])[N:32]=[C:33]([CH3:35])[N:34]=2)[N:23]=4)[CH3:16])[CH2:10][CH2:9]1)=O)(C)(C)C.Cl, predict the reaction product. The product is: [NH:8]1[CH2:14][CH2:13][CH2:12][CH:11]([CH:15]([O:17][C:18]2[CH:40]=[CH:39][C:21]3[C:22]4[N:26]([CH2:27][CH2:28][O:29][C:20]=3[CH:19]=2)[CH:25]=[C:24]([C:30]2[N:31]([CH:36]([CH3:37])[CH3:38])[N:32]=[C:33]([CH3:35])[N:34]=2)[N:23]=4)[CH3:16])[CH2:10][CH2:9]1. (4) Given the reactants [CH3:1][C:2]1[CH:11]=[CH:10][CH:9]=[C:8]2[C:3]=1[CH:4]=[CH:5][CH:6]=[C:7]2[OH:12].[C:13](O)(=[O:18])[CH2:14][C:15](O)=[O:16], predict the reaction product. The product is: [OH:18][C:13]1[C:6]2[C:7](=[C:8]3[CH:9]=[CH:10][CH:11]=[C:2]([CH3:1])[C:3]3=[CH:4][CH:5]=2)[O:12][C:15](=[O:16])[CH:14]=1.